This data is from Drug-target binding data from BindingDB using IC50 measurements. The task is: Regression. Given a target protein amino acid sequence and a drug SMILES string, predict the binding affinity score between them. We predict pIC50 (pIC50 = -log10(IC50 in M); higher means more potent). Dataset: bindingdb_ic50. (1) The small molecule is CN(C)Cc1ccc(CSCCN=C(CNCCSCc2ccc(CN(C)C)o2)[N+](=O)[O-])o1. The target protein (Q9ERZ4) has sequence MNNSTNSSNNGLAITSPYKTFEVVFIVLVAGSLSLVTIIGNILVMVSIKVNRHLQTVNNYFLFSLACADLIIGVFSMNLYTLYTVIGYWPLGPVVCDLWLALDYVVSNASVMNLLIISFDRYFCVTKPLTYPVKRTTKMAGMMIAAAWVLSFILWAPAILFWQFIVGVRTVEDGECYIQFFSNAAVTFGTAIAAFYLPVIIMTVLYWHISRASKSRIKKEKKEPVANQDPVSPSLVQGRIVKPNNNNMPGGDGGLEHNKIQNGKAPRDGGTENCVQGEEKESSNDSTSVSAVASNMRDDEITQDENTVSTSLGHSKDDNSRQTCIKIVTKTQKGDACTPTSTTVELVGSSGQNGDEKQNIVARKIVKMTKQPAKKKPPPSREKKVTRTILAILLAFIITWAPYNVMVLINTFCAPCIPNTVWTIGYWLCYINSTINPACYALCNATFKKTFKHLLMCHYKNIGATR. The pIC50 is 6.3. (2) The drug is CC1(C)Oc2ccc3c(c2CC1O)O[C@@H]1c2ccc(O)cc2OC[C@H]31. The target protein (P0C6E9) has sequence MRFKNVKKTALMLAMFGMATSSNAALFDYNATGDTEFDSPAKQGWMQDNTNNGSGVLTNADGMPAWLVQGIGGRAQWTYSLSTNQHAQASSFGWRMTTEMKVLSGGMITNYYANGTQRVLPIISLDSSGNLVVEFEGQTGRTVLATGTAATEYHKFELVFLPGSNPSASFYFDGKLIRDNIQPTASKQNMIVWGNGSSNTDGVAAYRDIKFEIQGDVIFRGPDRIPSIVASSVTPGVVTAFAEKRVGGGDPGALSNTNDIITRTSRDGGITWDTELNLTEQINVSDEFDFSDPRPIYDPSSNTVLVSYARWPTDAAQNGDRIKPWMPNGIFYSVYDVASGNWQAPIDVTDQVKERSFQIAGWGGSELYRRNTSLNSQQDWQSNAKIRIVDGAANQIQVADGSRKYVVTLSIDESGGLVANLNGVSAPIILQSEHAKVHSFHDYELQYSALNHTTTLFVDGQQITTWAGEVSQENNIQFGNADAQIDGRLHVQKIVLTQQG.... The pIC50 is 4.1. (3) The drug is CC(C)C[C@@H]1NC(=O)CNC(=O)[C@H](CC(C)C)NC(=O)[C@H](CO)NC(=O)[C@H](CCCCN)NC(=O)[C@@H]2CSSC[C@@H](C(=O)N[C@H](C(N)=O)C(C)C)NC(=O)[C@H](C)NC(=O)[C@@H]3CSSC[C@H](NC(=O)[C@H](Cc4ccccc4)NC(=O)[C@H](Cc4cnc[nH]4)NC(=O)[C@H](CC(C)C)NC(=O)[C@H](CC(N)=O)NC(=O)CCSSC[C@H](NC(=O)[C@H](CCCN=C(N)N)NC(=O)CNC(=O)[C@H](CC(C)C)NC1=O)C(=O)N[C@@H](C)C(=O)N1CCC[C@@H]1C(=O)N[C@@H]([C@@H](C)O)C(=O)N[C@@H](Cc1ccc(OCCCCCO)cc1)C(=O)N3)C(=O)N[C@@H](CCC(N)=O)C(=O)N[C@@H](CC(C)C)C(=O)N[C@@H](CCCN=C(N)N)C(=O)N2. The target protein (P19550) has sequence MRVKGIRKNYQHLWRGGTLLLGMLMICSAVEKLWVTVYYGVPVWKEATTTLFCASDAKAYDTEVHNVWATHACVPTDPNPQEIVLENVTENFNMWKNNMVEQMHEDIISLWDQSLKPCVKLTPLCVTLHCTNLKNATNTKSSNWKEMDRGEIKNCSFKVTTSIRNKMQKEYALFYKLDVVPIDNDNTSYKLINCNTSVITQACPKVSFEPIPIHYCAPAGFAILKCNDKKFNGSGPCTNVSTVQCTHGIRPVVSTQLLLNGSLAEEGVVIRSENFTDNAKTIIVQLKESVEINCTRPNNNTRKSITIGPGRAFYATGDIIGDIRQAHCNISGEKWNNTLKQIVTKLQAQFGNKTIVFKQSSGGDPEIVMHSFNCGGEFFYCNSTQLFNSTWNNTIGPNNTNGTITLPCRIKQIINRWQEVGKAMYAPPIRGQIRCSSNITGLLLTRDGGKEISNTTEIFRPGGGDMRDNWRSELYKYKVVKIEPLGVAPTKAKRRVVQRE.... The pIC50 is 9.4. (4) The target protein (P15348) has sequence MENGNKALSIEQMYQKKSQLEHILLRPDSYIGSVEFTKELMWVYDNSQNRMVQKEISFVPGLYKIFDEILVNAADNKQRDKSMNTIKIDIDPERNMVSVWNNGQGIPVTMHKEQKMYVPTMIFGHLLTSSNYNDDEKKVTGGRNGYGAKLCNIFSTSFTVETATREYKKSFKQTWGNNMGKASDVQIKDFNGTDYTRITFSPDLAKFKMDRLDEDIVALMSRRAYDVAASSKGVSVFLNGNKLGVRNFKDYIDLHIKNTDDDSGPPIKIVHEVANERWEVACCPSDRGFQQVSFVNSIATYKGGRHVDHVVDNLIKQLLEVLKKKNKGGINIKPFQVRNHLWVFVNCLIENPTFDSQTKENMTLQQKGFGSKCTLSEKFINNMSKSGIVESVLAWAKFKAQNDIAKTGGRKSSKIKGIPKLEDANEAGGKNSIKCTLILTEGDSAKSLAVSGLGVIGRDLYGVFPLRGKLLNVREANFKQLSENAEINNLCKIIGLQYKK.... The pIC50 is 5.7. The small molecule is COC(=O)[C@]12Oc3cc(C)cc(O)c3C(=O)C1=CC=C[C@H]2O. (5) The drug is Cc1nc(-c2cccc([N+](=O)[O-])c2)sc1C(=O)N(CC(=O)O)Cc1nc2ccccc2s1. The target protein (P0A9J6) has sequence MQNAGSLVVLGSINADHILNLQSFPTPGETVTGNHYQVAFGGKGANQAVAAGRSGANIAFIACTGDDSIGESVRQQLATDNIDITPVSVIKGESTGVALIFVNGEGENVIGIHAGANAALSPALVEAQRERIANASALLMQLESPLESVMAAAKIAHQNKTIVALNPAPARELPDELLALVDIITPNETEAEKLTGIRVENDEDAAKAAQVLHEKGIRTVLITLGSRGVWASVNGEGQRVPGFRVQAVDTIAAGDTFNGALITALLEEKPLPEAIRFAHAAAAIAVTRKGAQPSVPWREEIDAFLDRQR. The pIC50 is 3.5.